From a dataset of NCI-60 drug combinations with 297,098 pairs across 59 cell lines. Regression. Given two drug SMILES strings and cell line genomic features, predict the synergy score measuring deviation from expected non-interaction effect. (1) Drug 1: CC1=C(C=C(C=C1)NC2=NC=CC(=N2)N(C)C3=CC4=NN(C(=C4C=C3)C)C)S(=O)(=O)N.Cl. Drug 2: CC12CCC(CC1=CCC3C2CCC4(C3CC=C4C5=CN=CC=C5)C)O. Cell line: HCT116. Synergy scores: CSS=6.64, Synergy_ZIP=-1.06, Synergy_Bliss=2.92, Synergy_Loewe=1.46, Synergy_HSA=1.27. (2) Cell line: LOX IMVI. Synergy scores: CSS=57.8, Synergy_ZIP=-4.89, Synergy_Bliss=-5.23, Synergy_Loewe=1.39, Synergy_HSA=4.03. Drug 2: CCC1(C2=C(COC1=O)C(=O)N3CC4=CC5=C(C=CC(=C5CN(C)C)O)N=C4C3=C2)O.Cl. Drug 1: CC1=C(N=C(N=C1N)C(CC(=O)N)NCC(C(=O)N)N)C(=O)NC(C(C2=CN=CN2)OC3C(C(C(C(O3)CO)O)O)OC4C(C(C(C(O4)CO)O)OC(=O)N)O)C(=O)NC(C)C(C(C)C(=O)NC(C(C)O)C(=O)NCCC5=NC(=CS5)C6=NC(=CS6)C(=O)NCCC[S+](C)C)O.